From a dataset of Full USPTO retrosynthesis dataset with 1.9M reactions from patents (1976-2016). Predict the reactants needed to synthesize the given product. Given the product [Cl:22][CH:14]1[CH2:13][CH2:12][CH2:11][CH2:10][CH:9]1[NH:8][C:6](=[O:7])[C:5]1[CH:15]=[CH:16][C:17]([O:18][CH2:19][C:20]#[CH:21])=[C:3]([O:2][CH3:1])[CH:4]=1, predict the reactants needed to synthesize it. The reactants are: [CH3:1][O:2][C:3]1[CH:4]=[C:5]([CH:15]=[CH:16][C:17]=1[O:18][CH2:19][C:20]#[CH:21])[C:6]([N:8]1[CH:14]2[CH:9]1[CH2:10][CH2:11][CH2:12][CH2:13]2)=[O:7].[Cl-:22].[NH4+].